This data is from Catalyst prediction with 721,799 reactions and 888 catalyst types from USPTO. The task is: Predict which catalyst facilitates the given reaction. (1) Reactant: [CH2:1]([N:8]1[CH2:13][CH2:12][NH:11][C@H:10]([CH2:14][OH:15])[CH2:9]1)[C:2]1[CH:7]=[CH:6][CH:5]=[CH:4][CH:3]=1.[C:16](O[C:16]([O:18][C:19]([CH3:22])([CH3:21])[CH3:20])=[O:17])([O:18][C:19]([CH3:22])([CH3:21])[CH3:20])=[O:17]. Product: [CH2:1]([N:8]1[CH2:13][CH2:12][N:11]([C:16]([O:18][C:19]([CH3:22])([CH3:21])[CH3:20])=[O:17])[C@H:10]([CH2:14][OH:15])[CH2:9]1)[C:2]1[CH:3]=[CH:4][CH:5]=[CH:6][CH:7]=1. The catalyst class is: 1. (2) Reactant: Br[C:2]1[CH:3]=[CH:4][C:5]([C:8]([O:11][Si:12]([C:15]([CH3:18])([CH3:17])[CH3:16])([CH3:14])[CH3:13])([CH3:10])[CH3:9])=[N:6][CH:7]=1.C([Li])CCC.C(O[B:28]1[O:32][C:31]([CH3:34])([CH3:33])[C:30]([CH3:36])([CH3:35])[O:29]1)(C)C. Product: [Si:12]([O:11][C:8]([C:5]1[CH:4]=[CH:3][C:2]([B:28]2[O:32][C:31]([CH3:34])([CH3:33])[C:30]([CH3:36])([CH3:35])[O:29]2)=[CH:7][N:6]=1)([CH3:10])[CH3:9])([C:15]([CH3:18])([CH3:17])[CH3:16])([CH3:14])[CH3:13]. The catalyst class is: 1. (3) Reactant: [NH2:1][CH2:2][C:3]#[N:4].C(N(CC)CC)C.[CH2:12]([S:15](Cl)(=[O:17])=[O:16])[CH2:13][CH3:14]. Product: [C:3]([CH2:2][NH:1][S:15]([CH2:12][CH2:13][CH3:14])(=[O:17])=[O:16])#[N:4]. The catalyst class is: 26. (4) Reactant: CO[C:3]1[CH:4]=[CH:5][CH:6]=[C:7]2[C:12]=1[CH2:11][CH:10]([C:13]([OH:15])=O)[CH2:9][CH2:8]2.[NH2:16][CH2:17][C:18]([N:20]([CH3:22])[CH3:21])=[O:19].S(O)(O)(=O)=O.[CH2:28]([N:30]([CH2:38][CH3:39])[C:31]1[CH:36]=[CH:35][CH:34]=[CH:33][C:32]=1N)[CH3:29]. Product: [CH2:38]([N:30]([CH2:28][CH3:29])[C:31]1[CH:36]=[CH:35][C:34]([NH:16][CH2:17][C:18]([N:20]([CH3:22])[CH3:21])=[O:19])=[CH:33][CH:32]=1)[CH3:39].[CH2:11]1[C:12]2[C:7](=[CH:6][CH:5]=[CH:4][CH:3]=2)[CH2:8][CH2:9][C:10]1([C:13]([NH2:30])=[O:15])[C:18]([NH2:20])=[O:19]. The catalyst class is: 6. (5) Reactant: [CH3:1][S:2](Cl)(=[O:4])=[O:3].[NH2:6][C:7]1[CH:15]=[CH:14][CH:13]=[C:12]2[C:8]=1[CH:9]=[N:10][N:11]2[C:16]([C:22]1[CH:27]=[CH:26][C:25]([Br:28])=[CH:24][CH:23]=1)([CH2:20][CH3:21])[CH:17]([OH:19])[CH3:18].CN1CCOCC1. Product: [Br:28][C:25]1[CH:26]=[CH:27][C:22]([C:16]([N:11]2[C:12]3[C:8](=[C:7]([NH:6][S:2]([CH3:1])(=[O:4])=[O:3])[CH:15]=[CH:14][CH:13]=3)[CH:9]=[N:10]2)([CH2:20][CH3:21])[CH:17]([OH:19])[CH3:18])=[CH:23][CH:24]=1. The catalyst class is: 2. (6) Reactant: [C:1]([OH:6])(=O)[CH:2]([CH3:4])[CH3:3].C(N(CC)CC)C.CN(C(ON1N=NC2C=CC=NC1=2)=[N+](C)C)C.F[P-](F)(F)(F)(F)F.[NH2:38][C@@H:39]1[CH2:44][CH2:43][C@H:42]([N:45]2[C:49]3[N:50]=[CH:51][N:52]=[C:53]([NH2:54])[C:48]=3[C:47]([C:55]3[CH:64]=[C:63]4[C:58]([CH2:59][CH2:60][CH:61]([C:65]5[CH:70]=[CH:69][CH:68]=[CH:67][CH:66]=5)[O:62]4)=[CH:57][CH:56]=3)=[CH:46]2)[CH2:41][CH2:40]1. Product: [NH2:54][C:53]1[C:48]2[C:47]([C:55]3[CH:64]=[C:63]4[C:58]([CH2:59][CH2:60][CH:61]([C:65]5[CH:70]=[CH:69][CH:68]=[CH:67][CH:66]=5)[O:62]4)=[CH:57][CH:56]=3)=[CH:46][N:45]([C@@H:42]3[CH2:43][CH2:44][C@H:39]([NH:38][C:1](=[O:6])[CH:2]([CH3:4])[CH3:3])[CH2:40][CH2:41]3)[C:49]=2[N:50]=[CH:51][N:52]=1. The catalyst class is: 2. (7) Reactant: I[C:2]1[C:10]2[C:5](=[N:6][CH:7]=[CH:8][C:9]=2[N:11]2[CH2:16][CH2:15][N:14]([C:17]([O:19][C:20]([CH3:23])([CH3:22])[CH3:21])=[O:18])[CH2:13][CH2:12]2)[N:4]([CH2:24][C:25]2[CH:30]=[CH:29][C:28]([O:31][CH3:32])=[CH:27][CH:26]=2)[N:3]=1.N1C2C(=CC=C3C=2N=CC=C3)C=CC=1.[CH3:47][C:48]1([CH3:55])[O:52][CH:51]([CH2:53][OH:54])[CH2:50][O:49]1.[F-].[K+]. Product: [CH3:47][C:48]1([CH3:55])[O:52][CH:51]([CH2:53][O:54][C:2]2[C:10]3[C:5](=[N:6][CH:7]=[CH:8][C:9]=3[N:11]3[CH2:16][CH2:15][N:14]([C:17]([O:19][C:20]([CH3:23])([CH3:22])[CH3:21])=[O:18])[CH2:13][CH2:12]3)[N:4]([CH2:24][C:25]3[CH:30]=[CH:29][C:28]([O:31][CH3:32])=[CH:27][CH:26]=3)[N:3]=2)[CH2:50][O:49]1. The catalyst class is: 133.